This data is from Forward reaction prediction with 1.9M reactions from USPTO patents (1976-2016). The task is: Predict the product of the given reaction. Given the reactants [F:1][C:2]1[C:3]([F:45])=[CH:4][C:5]2[C:10]3[C:11]4[C:42](=[O:43])[NH:41][C:40](=[O:44])[C:12]=4[C:13]4[C:14]5[C:19]([N:20]([C@@H:22]6[O:35][C@@H:34]7[CH2:36][O:37][C@@H:32]([CH2:33]7)[C@H:23]6[O:24]CC6C=CC=CC=6)[C:21]=4[C:9]=3[NH:8][C:6]=2[CH:7]=1)=[CH:18][C:17]([F:38])=[C:16]([F:39])[CH:15]=5, predict the reaction product. The product is: [F:1][C:2]1[C:3]([F:45])=[CH:4][C:5]2[C:10]3[C:11]4[C:42](=[O:43])[NH:41][C:40](=[O:44])[C:12]=4[C:13]4[C:14]5[C:19]([N:20]([C@@H:22]6[O:35][C@@H:34]7[CH2:36][O:37][C@@H:32]([CH2:33]7)[C@H:23]6[OH:24])[C:21]=4[C:9]=3[NH:8][C:6]=2[CH:7]=1)=[CH:18][C:17]([F:38])=[C:16]([F:39])[CH:15]=5.